This data is from Reaction yield outcomes from USPTO patents with 853,638 reactions. The task is: Predict the reaction yield, written as a fraction of the theoretical maximum amount of product (1.0 means a 100% yield; for example, 0.34 means a 34% yield). (1) The reactants are [NH2:1][C:2]1[N:7]=[CH:6][N:5]=[C:4]2[N:8]([CH:12]([C:14]3[CH:21]=[C:20]([Cl:22])[C:17]([C:18]#[N:19])=[C:16]([CH:23]4[CH2:26][NH:25][CH2:24]4)[C:15]=3[O:27][CH2:28][CH3:29])[CH3:13])[N:9]=[C:10]([CH3:11])[C:3]=12.C(=O)([O-])[O-].[K+].[K+].Br[C:37]([CH3:46])([CH3:45])[C:38]([O:40][C:41]([CH3:44])([CH3:43])[CH3:42])=[O:39].O. The catalyst is CN(C)C=O. The product is [NH2:1][C:2]1[N:7]=[CH:6][N:5]=[C:4]2[N:8]([CH:12]([C:14]3[C:15]([O:27][CH2:28][CH3:29])=[C:16]([CH:23]4[CH2:24][N:25]([C:37]([CH3:46])([CH3:45])[C:38]([O:40][C:41]([CH3:44])([CH3:43])[CH3:42])=[O:39])[CH2:26]4)[C:17]([C:18]#[N:19])=[C:20]([Cl:22])[CH:21]=3)[CH3:13])[N:9]=[C:10]([CH3:11])[C:3]=12. The yield is 0.830. (2) The reactants are [Cl:1][C:2]1[CH:10]=[C:9]2[C:5]([C:6]([C:11]([N:13]3[CH2:18][CH2:17][CH:16]([N:19]4[C:27]5[C:22](=[CH:23][CH:24]=[CH:25][CH:26]=5)[CH2:21][C:20]4=[O:28])[CH2:15][CH2:14]3)=[O:12])=[CH:7][NH:8]2)=[CH:4][CH:3]=1.Cl.Cl[CH2:31][CH2:32][N:33]([CH3:35])[CH3:34].C(=O)([O-])[O-].[Cs+].[Cs+]. The catalyst is C(#N)C.[OH-].[Na+]. The product is [Cl:1][C:2]1[CH:10]=[C:9]2[C:5]([C:6]([C:11]([N:13]3[CH2:18][CH2:17][CH:16]([N:19]4[C:27]5[C:22](=[CH:23][CH:24]=[CH:25][CH:26]=5)[CH2:21][C:20]4=[O:28])[CH2:15][CH2:14]3)=[O:12])=[CH:7][N:8]2[CH2:31][CH2:32][N:33]([CH3:35])[CH3:34])=[CH:4][CH:3]=1. The yield is 0.390. (3) The reactants are [F:1][C:2]1[CH:3]=[C:4]2[C:9](=[C:10]([O:12][CH3:13])[CH:11]=1)[N:8]=[C:7]([CH3:14])[CH:6]=[CH:5]2.[Se](=O)=[O:16]. The catalyst is O1CCOCC1.O. The product is [F:1][C:2]1[CH:3]=[C:4]2[C:9](=[C:10]([O:12][CH3:13])[CH:11]=1)[N:8]=[C:7]([CH:14]=[O:16])[CH:6]=[CH:5]2. The yield is 0.788.